Dataset: Forward reaction prediction with 1.9M reactions from USPTO patents (1976-2016). Task: Predict the product of the given reaction. (1) Given the reactants [F:1][C:2]1[CH:3]=[C:4]([C:8]2[C:17]3[C:12](=[CH:13][CH:14]=[CH:15][CH:16]=3)[CH:11]=[CH:10][N:9]=2)[CH:5]=[CH:6][CH:7]=1.[CH2:18]([Li])CCC.Cl[C:24]([O:26]C)=[O:25], predict the reaction product. The product is: [F:1][C:2]1[C:3]([CH2:18][C:24]([OH:26])=[O:25])=[C:4]([C:8]2[C:17]3[C:12](=[CH:13][CH:14]=[CH:15][CH:16]=3)[CH:11]=[CH:10][N:9]=2)[CH:5]=[CH:6][CH:7]=1. (2) Given the reactants C([O:3][C:4]([C:6]1[S:10][C:9]([N:11]2[C:15]3[CH:16]=[C:17]([O:20][CH2:21][C:22]4[CH:27]=[CH:26][CH:25]=[CH:24][CH:23]=4)[CH:18]=[CH:19][C:14]=3[N:13]=[CH:12]2)=[N:8][C:7]=1[C:28]1[CH:33]=[CH:32][CH:31]=[C:30]([Cl:34])[CH:29]=1)=[O:5])C.O1CCCC1.[OH-].[Li+], predict the reaction product. The product is: [CH2:21]([O:20][C:17]1[CH:18]=[CH:19][C:14]2[N:13]=[CH:12][N:11]([C:9]3[S:10][C:6]([C:4]([OH:5])=[O:3])=[C:7]([C:28]4[CH:33]=[CH:32][CH:31]=[C:30]([Cl:34])[CH:29]=4)[N:8]=3)[C:15]=2[CH:16]=1)[C:22]1[CH:23]=[CH:24][CH:25]=[CH:26][CH:27]=1. (3) Given the reactants Cl.[CH2:2]([C:4]1[CH:9]=[CH:8][CH:7]=[C:6]([CH2:10][CH3:11])[C:5]=1[NH:12][C:13]([C:15]1[C:19]2[CH2:20][CH2:21][C:22]3[CH:23]=[N:24][C:25]([NH:28][CH:29]4[CH2:34][CH2:33][NH:32][CH2:31][CH2:30]4)=[N:26][C:27]=3[C:18]=2[N:17]([CH3:35])[N:16]=1)=[O:14])[CH3:3].CCN(C(C)C)C(C)C.Cl[CH2:46][CH2:47][S:48](Cl)(=[O:50])=[O:49], predict the reaction product. The product is: [CH2:10]([C:6]1[CH:7]=[CH:8][CH:9]=[C:4]([CH2:2][CH3:3])[C:5]=1[NH:12][C:13]([C:15]1[C:19]2[CH2:20][CH2:21][C:22]3[CH:23]=[N:24][C:25]([NH:28][CH:29]4[CH2:30][CH2:31][N:32]([S:48]([CH:47]=[CH2:46])(=[O:50])=[O:49])[CH2:33][CH2:34]4)=[N:26][C:27]=3[C:18]=2[N:17]([CH3:35])[N:16]=1)=[O:14])[CH3:11]. (4) The product is: [Cl:15][C:16]1[CH:22]=[CH:20][C:3]([C:2]#[N:1])=[C:4]([NH:5][C:6]([C:7]2[CH:13]=[CH:12][NH:11][N:8]=2)=[O:14])[CH:9]=1. Given the reactants [N:1]1[N:5]2[C:6](=[O:14])[C:7]3[N:8]([N:11]=[CH:12][CH:13]=3)[C:9](=O)[C:4]2=[CH:3][CH:2]=1.[Cl:15][C:16]1C=CC(C#N)=[C:20]([CH:22]=1)N, predict the reaction product. (5) Given the reactants Br[C:2]1[C:7]([Br:8])=[N:6][N:5]([C:9]2[CH:14]=[CH:13][CH:12]=[CH:11][CH:10]=2)[C:4](=[O:15])[CH:3]=1.[C:16]1([O-:22])[CH:21]=[CH:20][CH:19]=[CH:18][CH:17]=1.[Na+], predict the reaction product. The product is: [Br:8][C:7]1[C:2]([O:22][C:16]2[CH:21]=[CH:20][CH:19]=[CH:18][CH:17]=2)=[CH:3][C:4](=[O:15])[N:5]([C:9]2[CH:14]=[CH:13][CH:12]=[CH:11][CH:10]=2)[N:6]=1. (6) Given the reactants [C:1]([C:5]1[CH:10]=[CH:9][C:8]([S:11]([N:14]2[C:20]3[CH:21]=[C:22]([C:25]([NH:27][NH2:28])=[O:26])[CH:23]=[CH:24][C:19]=3[NH:18][C:17]3[N:29]=[C:30]([C:33]([F:36])([F:35])[F:34])[CH:31]=[CH:32][C:16]=3[CH2:15]2)(=[O:13])=[O:12])=[CH:7][CH:6]=1)([CH3:4])([CH3:3])[CH3:2].[C:37](Cl)(Cl)=[O:38], predict the reaction product. The product is: [C:1]([C:5]1[CH:6]=[CH:7][C:8]([S:11]([N:14]2[C:20]3[CH:21]=[C:22]([C:25]4[O:26][C:37](=[O:38])[NH:28][N:27]=4)[CH:23]=[CH:24][C:19]=3[NH:18][C:17]3[N:29]=[C:30]([C:33]([F:35])([F:36])[F:34])[CH:31]=[CH:32][C:16]=3[CH2:15]2)(=[O:13])=[O:12])=[CH:9][CH:10]=1)([CH3:4])([CH3:2])[CH3:3]. (7) The product is: [CH2:1]([O:8][C:9]1[N:10]=[N:11][C:12]([C:25]#[C:24][Si:26]([CH3:29])([CH3:28])[CH3:27])=[CH:13][C:14]=1[O:15][CH2:16][C:17]1[CH:22]=[CH:21][CH:20]=[CH:19][CH:18]=1)[C:2]1[CH:7]=[CH:6][CH:5]=[CH:4][CH:3]=1. Given the reactants [CH2:1]([O:8][C:9]1[N:10]=[N:11][C:12](Cl)=[CH:13][C:14]=1[O:15][CH2:16][C:17]1[CH:22]=[CH:21][CH:20]=[CH:19][CH:18]=1)[C:2]1[CH:7]=[CH:6][CH:5]=[CH:4][CH:3]=1.[C:24]([Si:26]([CH3:29])([CH3:28])[CH3:27])#[CH:25].C1CCN2C(=NCCC2)CC1, predict the reaction product. (8) Given the reactants [C:1](#[N:4])[CH:2]=[CH2:3].C1(P(C(C)(C)C)C(C)(C)C)C=CC=CC=1.[F:20][C:21]([F:34])([F:33])[C:22]1[CH:23]=[C:24](Cl)[CH:25]=[C:26]([C:28]([F:31])([F:30])[F:29])[CH:27]=1.C1(C(N)C2CCCCC2)CCCCC1, predict the reaction product. The product is: [F:20][C:21]([F:33])([F:34])[C:22]1[CH:23]=[C:24]([CH:25]=[C:26]([C:28]([F:29])([F:30])[F:31])[CH:27]=1)[CH:3]=[CH:2][C:1]#[N:4].